Dataset: Peptide-MHC class I binding affinity with 185,985 pairs from IEDB/IMGT. Task: Regression. Given a peptide amino acid sequence and an MHC pseudo amino acid sequence, predict their binding affinity value. This is MHC class I binding data. (1) The peptide sequence is RTMSYKLAI. The MHC is Mamu-A2601 with pseudo-sequence Mamu-A2601. The binding affinity (normalized) is 0. (2) The peptide sequence is NVSLVKPTVY. The MHC is HLA-A24:02 with pseudo-sequence HLA-A24:02. The binding affinity (normalized) is 0. (3) The peptide sequence is AFPTSCHMFIICF. The MHC is HLA-A68:02 with pseudo-sequence HLA-A68:02. The binding affinity (normalized) is 0. (4) The peptide sequence is KRLQILGYL. The MHC is HLA-A02:19 with pseudo-sequence HLA-A02:19. The binding affinity (normalized) is 0.0847. (5) The peptide sequence is FRYMNSQGL. The MHC is HLA-B40:01 with pseudo-sequence HLA-B40:01. The binding affinity (normalized) is 0.00866. (6) The peptide sequence is VLDVGGTGK. The MHC is HLA-A26:01 with pseudo-sequence HLA-A26:01. The binding affinity (normalized) is 0.0847. (7) The peptide sequence is IYQEPFKNLK. The MHC is HLA-A29:02 with pseudo-sequence HLA-A29:02. The binding affinity (normalized) is 0.00174. (8) The peptide sequence is IEAEVIPQET. The MHC is Mamu-A11 with pseudo-sequence Mamu-A11. The binding affinity (normalized) is 0.622.